Dataset: Reaction yield outcomes from USPTO patents with 853,638 reactions. Task: Predict the reaction yield, written as a fraction of the theoretical maximum amount of product (1.0 means a 100% yield; for example, 0.34 means a 34% yield). The reactants are [Si:1]([O:8][CH2:9][C@H:10]1[CH2:12][C@@:11]1([C:15]1[CH:20]=[CH:19][CH:18]=[CH:17][N:16]=1)[CH:13]=[O:14])([C:4]([CH3:7])([CH3:6])[CH3:5])([CH3:3])[CH3:2].[BH4-].[Na+]. The catalyst is CO. The product is [Si:1]([O:8][CH2:9][C@H:10]1[CH2:12][C@:11]1([CH2:13][OH:14])[C:15]1[CH:20]=[CH:19][CH:18]=[CH:17][N:16]=1)([C:4]([CH3:7])([CH3:6])[CH3:5])([CH3:3])[CH3:2]. The yield is 0.990.